Dataset: Full USPTO retrosynthesis dataset with 1.9M reactions from patents (1976-2016). Task: Predict the reactants needed to synthesize the given product. (1) Given the product [CH:17]([CH:16]1[S:9][C:8]([NH:7][CH:3]2[C:4]([CH3:5])([CH3:6])[C:2]2([CH3:11])[CH3:1])=[N:10][C:15]1=[O:14])([CH3:19])[CH3:18], predict the reactants needed to synthesize it. The reactants are: [CH3:1][C:2]1([CH3:11])[C:4]([CH3:6])([CH3:5])[CH:3]1[NH:7][C:8]([NH2:10])=[S:9].C([O:14][C:15](=O)[CH:16](Br)[CH:17]([CH3:19])[CH3:18])C. (2) Given the product [CH3:18][O:17][CH2:16][CH2:15][N:14]([CH2:19][C:20]1[CH:21]=[CH:22][C:23]([S:26][C:27]([CH3:36])([CH3:35])[C:28]([OH:30])=[O:29])=[CH:24][CH:25]=1)[C:10]1[CH:9]=[C:8]([C:5]2[CH:4]=[CH:3][C:2]([CH3:1])=[CH:7][CH:6]=2)[N:13]=[CH:12][N:11]=1, predict the reactants needed to synthesize it. The reactants are: [CH3:1][C:2]1[CH:7]=[CH:6][C:5]([C:8]2[N:13]=[CH:12][N:11]=[C:10]([N:14]([CH2:19][C:20]3[CH:25]=[CH:24][C:23]([S:26][C:27]([CH3:36])([CH3:35])[C:28]([O:30]C(C)(C)C)=[O:29])=[CH:22][CH:21]=3)[CH2:15][CH2:16][O:17][CH3:18])[CH:9]=2)=[CH:4][CH:3]=1.Cl.